This data is from Forward reaction prediction with 1.9M reactions from USPTO patents (1976-2016). The task is: Predict the product of the given reaction. (1) Given the reactants Cl[C:2]1[C:7]([Cl:8])=[CH:6][C:5]([CH2:9][O:10][CH3:11])=[CH:4][N:3]=1.[CH3:12][N:13](C=O)C, predict the reaction product. The product is: [Cl:8][C:7]1[C:2]([C:12]#[N:13])=[N:3][CH:4]=[C:5]([CH2:9][O:10][CH3:11])[CH:6]=1. (2) Given the reactants [Br:1][C:2]1[CH:3]=[C:4]([CH:8]=[C:9]([C:11]([F:14])([F:13])[F:12])[CH:10]=1)[C:5](O)=[O:6], predict the reaction product. The product is: [Br:1][C:2]1[CH:3]=[C:4]([CH2:5][OH:6])[CH:8]=[C:9]([C:11]([F:13])([F:14])[F:12])[CH:10]=1. (3) The product is: [N+:11]([C:4]1[CH:3]=[C:2]([O:22][CH:16]2[CH:17]3[CH2:20][CH2:21][N:14]([CH2:19][CH2:18]3)[CH2:15]2)[C:10]2[O:9][CH:8]=[CH:7][C:6]=2[CH:5]=1)([O-:13])=[O:12]. Given the reactants I[C:2]1[C:10]2[O:9][CH:8]=[CH:7][C:6]=2[CH:5]=[C:4]([N+:11]([O-:13])=[O:12])[CH:3]=1.[N:14]12[CH2:21][CH2:20][CH:17]([CH2:18][CH2:19]1)[CH:16]([OH:22])[CH2:15]2.N1C2C(=CC=C3C=2N=CC=C3)C=CC=1, predict the reaction product. (4) Given the reactants [OH:1][C:2]1[CH:11]=[CH:10][C:5]([C:6]([O:8][CH3:9])=[O:7])=[CH:4][CH:3]=1.Cl[C:13]1[CH:18]=[C:17]([NH2:19])[N:16]=[C:15]([NH2:20])[N:14]=1.CO, predict the reaction product. The product is: [NH2:20][C:15]1[N:14]=[C:13]([O:1][C:2]2[CH:3]=[CH:4][C:5]([C:6]([O:8][CH3:9])=[O:7])=[CH:10][CH:11]=2)[CH:18]=[C:17]([NH2:19])[N:16]=1. (5) Given the reactants [C:1]1([C:7]2[O:8][CH:9]=[CH:10][N:11]=2)[CH:6]=[CH:5][CH:4]=[CH:3][CH:2]=1.O1[CH:16]=[CH:15]N=C1, predict the reaction product. The product is: [C:1]1([C:7]2[O:8][C:9]([C:16]3[CH:15]=[CH:3][CH:2]=[CH:1][CH:6]=3)=[CH:10][N:11]=2)[CH:2]=[CH:3][CH:4]=[CH:5][CH:6]=1. (6) Given the reactants C(N(CC)CC)C.[CH3:8][O:9][C:10]1[CH:19]=[C:18]2[C:13]([CH:14]=[CH:15][CH:16]=[C:17]2[O:20][CH2:21][CH:22]2[CH2:27][CH2:26][NH:25][CH2:24][CH2:23]2)=[CH:12][CH:11]=1.Cl[CH2:29][C:30]([C:32]1[CH:33]=[CH:34][C:35]2[O:40][CH2:39][C:38](=[O:41])[NH:37][C:36]=2[CH:42]=1)=[O:31], predict the reaction product. The product is: [CH3:8][O:9][C:10]1[CH:19]=[C:18]2[C:13]([CH:14]=[CH:15][CH:16]=[C:17]2[O:20][CH2:21][CH:22]2[CH2:27][CH2:26][N:25]([CH2:29][C:30]([C:32]3[CH:33]=[CH:34][C:35]4[O:40][CH2:39][C:38](=[O:41])[NH:37][C:36]=4[CH:42]=3)=[O:31])[CH2:24][CH2:23]2)=[CH:12][CH:11]=1. (7) Given the reactants [CH:1]([O:4][C:5]1[CH:6]=[C:7]([CH:11]=[C:12]([O:14][CH:15]([CH3:17])[CH3:16])[CH:13]=1)[C:8]([OH:10])=O)([CH3:3])[CH3:2].[NH2:18][C:19]1[S:20][CH:21]=[C:22]([CH2:24][C:25]([O:27][CH2:28][CH3:29])=[O:26])[N:23]=1, predict the reaction product. The product is: [CH2:28]([O:27][C:25](=[O:26])[CH2:24][C:22]1[N:23]=[C:19]([NH:18][C:8](=[O:10])[C:7]2[CH:11]=[C:12]([O:14][CH:15]([CH3:17])[CH3:16])[CH:13]=[C:5]([O:4][CH:1]([CH3:2])[CH3:3])[CH:6]=2)[S:20][CH:21]=1)[CH3:29]. (8) Given the reactants [N+:1]([C:4]1[CH:9]=[CH:8][C:7]([S:10][CH2:11][C:12]2[CH:17]=[CH:16][CH:15]=[CH:14][N:13]=2)=[CH:6][CH:5]=1)([O-])=O.[Cl-].[Ca+2].[Cl-], predict the reaction product. The product is: [N:13]1[CH:14]=[CH:15][CH:16]=[CH:17][C:12]=1[CH2:11][S:10][C:7]1[CH:8]=[CH:9][C:4]([NH2:1])=[CH:5][CH:6]=1. (9) Given the reactants C([O:8][C:9]([C@@H:11]1[CH2:15][C@H:14]([C:16](=[O:18])[CH3:17])[C@H:13]([C:19]2[CH:24]=[CH:23][C:22]([O:25][CH3:26])=[C:21]([O:27][CH2:28][CH2:29][CH2:30][O:31][CH3:32])[CH:20]=2)[N:12]1[C:33]([O:35][C:36]([CH3:39])([CH3:38])[CH3:37])=[O:34])=[O:10])C1C=CC=CC=1.[CH2:40](OC(C1CC(C(=O)C)[CH:40]([C:41]2[CH:46]=CC(OC)=C(OCCCOC)[CH:42]=2)N1)=O)[C:41]1[CH:46]=CC=C[CH:42]=1, predict the reaction product. The product is: [C:41]([O:8][C:9]([C@@H:11]1[CH2:15][C@H:14]([C:16](=[O:18])[CH3:17])[C@H:13]([C:19]2[CH:24]=[CH:23][C:22]([O:25][CH3:26])=[C:21]([O:27][CH2:28][CH2:29][CH2:30][O:31][CH3:32])[CH:20]=2)[N:12]1[C:33]([O:35][C:36]([CH3:39])([CH3:38])[CH3:37])=[O:34])=[O:10])([CH3:46])([CH3:42])[CH3:40]. (10) Given the reactants [CH3:1][C:2]1[C:6]([C:7]([OH:9])=O)=[C:5]([CH3:10])[O:4][N:3]=1.S(Cl)(Cl)=O.[N:15]1[CH:20]=[CH:19][C:18]([NH2:21])=[CH:17][N:16]=1.C(N(C(C)C)CC)(C)C.CN1C2C=CC(Cl)=CC=2C(C2C=CC=CC=2)=NCC1=O, predict the reaction product. The product is: [N:15]1[CH:20]=[CH:19][C:18]([NH:21][C:7]([C:6]2[C:2]([CH3:1])=[N:3][O:4][C:5]=2[CH3:10])=[O:9])=[CH:17][N:16]=1.